Predict which catalyst facilitates the given reaction. From a dataset of Catalyst prediction with 721,799 reactions and 888 catalyst types from USPTO. Product: [CH2:32]([Sn:41]([CH2:42][CH2:43][CH2:44][CH3:45])([CH2:37][CH2:38][CH2:39][CH3:40])[C:2]1[CH:14]=[CH:13][C:12]2[C:11]3[C:6](=[CH:7][C:8]([Sn:41]([CH2:46][CH2:47][CH2:48][CH3:49])([CH2:42][CH2:43][CH2:44][CH3:45])[CH2:37][CH2:38][CH2:39][CH3:40])=[CH:9][CH:10]=3)[N:5]([CH2:16][CH:17]([CH2:26][CH2:27][CH2:28][CH2:29][CH2:30][CH3:31])[CH2:18][CH2:19][CH2:20][CH2:21][CH2:22][CH2:23][CH2:24][CH3:25])[C:4]=2[CH:3]=1)[CH2:33][CH2:34][CH3:35]. The catalyst class is: 1. Reactant: Br[C:2]1[CH:14]=[CH:13][C:12]2[C:11]3[C:6](=[CH:7][C:8](Br)=[CH:9][CH:10]=3)[N:5]([CH2:16][CH:17]([CH2:26][CH2:27][CH2:28][CH2:29][CH2:30][CH3:31])[CH2:18][CH2:19][CH2:20][CH2:21][CH2:22][CH2:23][CH2:24][CH3:25])[C:4]=2[CH:3]=1.[CH2:32]([Li])[CH2:33][CH2:34][CH3:35].[CH2:37]([Sn:41](Cl)([CH2:46][CH2:47][CH2:48][CH3:49])[CH2:42][CH2:43][CH2:44][CH3:45])[CH2:38][CH2:39][CH3:40].